Dataset: NCI-60 drug combinations with 297,098 pairs across 59 cell lines. Task: Regression. Given two drug SMILES strings and cell line genomic features, predict the synergy score measuring deviation from expected non-interaction effect. Drug 1: C1=C(C(=O)NC(=O)N1)F. Drug 2: CN(C(=O)NC(C=O)C(C(C(CO)O)O)O)N=O. Cell line: TK-10. Synergy scores: CSS=9.89, Synergy_ZIP=-3.21, Synergy_Bliss=-8.79, Synergy_Loewe=-14.2, Synergy_HSA=-7.07.